From a dataset of Reaction yield outcomes from USPTO patents with 853,638 reactions. Predict the reaction yield, written as a fraction of the theoretical maximum amount of product (1.0 means a 100% yield; for example, 0.34 means a 34% yield). (1) The reactants are [CH3:1][C@@H:2]([NH:6][CH2:7][C:8]1[S:12][C:11](B(O)O)=[CH:10][CH:9]=1)[CH:3]([CH3:5])[CH3:4].Br[C:17]1[CH:18]=[C:19]2[C:23](=[C:24]([C:26]([NH2:28])=[O:27])[CH:25]=1)[NH:22][CH:21]=[C:20]2[CH:29]1[CH2:34][CH2:33][N:32]([S:35]([CH2:38][CH3:39])(=[O:37])=[O:36])[CH2:31][CH2:30]1.C([O-])([O-])=O.[K+].[K+]. The catalyst is C1C=CC([P]([Pd]([P](C2C=CC=CC=2)(C2C=CC=CC=2)C2C=CC=CC=2)([P](C2C=CC=CC=2)(C2C=CC=CC=2)C2C=CC=CC=2)[P](C2C=CC=CC=2)(C2C=CC=CC=2)C2C=CC=CC=2)(C2C=CC=CC=2)C2C=CC=CC=2)=CC=1. The product is [CH3:1][C@@H:2]([NH:6][CH2:7][C:8]1[S:12][C:11]([C:17]2[CH:18]=[C:19]3[C:23](=[C:24]([C:26]([NH2:28])=[O:27])[CH:25]=2)[NH:22][CH:21]=[C:20]3[CH:29]2[CH2:30][CH2:31][N:32]([S:35]([CH2:38][CH3:39])(=[O:36])=[O:37])[CH2:33][CH2:34]2)=[CH:10][CH:9]=1)[CH:3]([CH3:5])[CH3:4]. The yield is 0.300. (2) The reactants are Cl[CH2:2][C:3]1[CH:4]=[CH:5][C:6]2[O:11][C:10]([F:13])([F:12])[O:9]C(F)(F)[C:7]=2[CH:16]=1.[C-:17]#[N:18].[Na+]. The catalyst is CS(C)=O. The product is [F:13][C:10]1([F:12])[O:11][C:6]2[CH:5]=[CH:4][C:3]([CH2:2][C:17]#[N:18])=[CH:16][C:7]=2[O:9]1. The yield is 0.680. (3) The reactants are Cl.[N+:2]([O:5][CH2:6][CH2:7][CH2:8][O:9][C:10](=[O:21])[C@H:11]([CH2:13][CH2:14][C:15]1[CH:20]=[CH:19][CH:18]=[CH:17][CH:16]=1)[NH2:12])([O-:4])=[O:3].[C:22]([O:26][C:27](=[O:48])[C@@H:28]1[CH2:32][CH2:31][CH2:30][N:29]1[C:33](=[O:47])[C@H:34](OS(C1C=CC(C)=CC=1)(=O)=O)[CH3:35])([CH3:25])([CH3:24])[CH3:23].C(N(CC)CC)C. The catalyst is CN(C=O)C.CCOCC. The product is [C:22]([O:26][C:27](=[O:48])[C@@H:28]1[CH2:32][CH2:31][CH2:30][N:29]1[C:33](=[O:47])[C@H:34]([CH3:35])[NH:12][C@H:11]([C:10]([O:9][CH2:8][CH2:7][CH2:6][O:5][N+:2]([O-:4])=[O:3])=[O:21])[CH2:13][CH2:14][C:15]1[CH:20]=[CH:19][CH:18]=[CH:17][CH:16]=1)([CH3:24])([CH3:23])[CH3:25]. The yield is 0.460. (4) The reactants are C[O:2][C:3](=[O:35])[CH2:4][CH2:5][C:6]1[CH:11]=[CH:10][C:9]([O:12][CH:13]([CH3:33])[CH2:14][CH2:15][O:16][C:17]2[CH:22]=[CH:21][C:20]([CH2:23][CH3:24])=[CH:19][C:18]=2[C:25](=[O:32])[C:26]2[CH:31]=[CH:30][CH:29]=[CH:28][CH:27]=2)=[CH:8][C:7]=1[CH3:34].[OH-].[Na+]. The catalyst is CO. The product is [C:25]([C:18]1[CH:19]=[C:20]([CH2:23][CH3:24])[CH:21]=[CH:22][C:17]=1[O:16][CH2:15][CH2:14][CH:13]([CH3:33])[O:12][C:9]1[CH:10]=[CH:11][C:6]([CH2:5][CH2:4][C:3]([OH:35])=[O:2])=[C:7]([CH3:34])[CH:8]=1)(=[O:32])[C:26]1[CH:27]=[CH:28][CH:29]=[CH:30][CH:31]=1. The yield is 0.980. (5) The reactants are [CH:1]([C:3]1[N:8]=[CH:7][N:6]=[C:5]([NH:9][C:10](=[O:16])[O:11][C:12]([CH3:15])([CH3:14])[CH3:13])[CH:4]=1)=[O:2].[BH4-].[Na+].O. The catalyst is CO. The product is [OH:2][CH2:1][C:3]1[N:8]=[CH:7][N:6]=[C:5]([NH:9][C:10](=[O:16])[O:11][C:12]([CH3:14])([CH3:13])[CH3:15])[CH:4]=1. The yield is 0.300. (6) The reactants are [CH3:1][CH2:2][CH2:3][CH2:4][CH2:5][C@H:6]([OH:28])[CH2:7][CH2:8][C@@H:9]1[C@H:13]2[CH2:14][C:15]3[CH:21]=[CH:20][CH:19]=[C:18]([O:22][CH2:23][C:24]([OH:26])=[O:25])[C:16]=3[CH2:17][C@H:12]2[CH2:11][C@H:10]1[OH:27].C(NCCO)CO.O.Cl. The catalyst is C(OCC)(=O)C. The product is [CH3:1][CH2:2][CH2:3][CH2:4][CH2:5][C@H:6]([OH:28])[CH2:7][CH2:8][C@H:9]1[C@H:10]([OH:27])[CH2:11][C@H:12]2[C@@H:13]1[CH2:14][C:15]1[C:16]([CH2:17]2)=[C:18]([O:22][CH2:23][C:24]([OH:26])=[O:25])[CH:19]=[CH:20][CH:21]=1. The yield is 0.914. (7) The reactants are C[N:2]1[C:10]2[C:5](=[CH:6][C:7]([OH:11])=[CH:8][CH:9]=2)[CH:4]=[C:3]1CN(C)CC#C.[Br:18][CH2:19][CH2:20]Br.C(=O)([O-])[O-].[K+].[K+]. The catalyst is CC(=O)CC. The product is [Br:18][CH2:19][CH2:20][O:11][C:7]1[CH:6]=[C:5]2[C:10](=[CH:9][CH:8]=1)[NH:2][CH:3]=[CH:4]2. The yield is 0.370.